Dataset: Forward reaction prediction with 1.9M reactions from USPTO patents (1976-2016). Task: Predict the product of the given reaction. (1) The product is: [NH:1]=[S:2]([CH2:5][C:6]1[CH:7]=[C:8]([CH:12]2[O:17][C:16]3[CH:18]=[CH:19][CH:20]=[C:21]([C:22]#[N:24])[C:15]=3[O:14][CH2:13]2)[CH:9]=[N:10][CH:11]=1)([CH3:4])=[O:3]. Given the reactants [NH:1]=[S:2]([CH2:5][C:6]1[CH:7]=[C:8]([CH:12]2[O:17][C:16]3[CH:18]=[CH:19][CH:20]=[C:21]([C:22]([NH2:24])=O)[C:15]=3[O:14][CH2:13]2)[CH:9]=[N:10][CH:11]=1)([CH3:4])=[O:3].N1C=CC=CC=1.FC(F)(F)C(OC(=O)C(F)(F)F)=O, predict the reaction product. (2) Given the reactants [C@@H:1]12[CH2:7][NH:6][C@@H:5]1[CH2:4][N:3]([C:8]([O:10][CH2:11][C:12]1[CH:17]=[CH:16][CH:15]=[CH:14][CH:13]=1)=[O:9])[CH2:2]2.[C:18]([C:20]1[CH:21]=[N:22][CH:23]=[C:24](Br)[CH:25]=1)#[N:19].C([O-])([O-])=O.[Cs+].[Cs+], predict the reaction product. The product is: [C:18]([C:20]1[CH:25]=[C:24]([N:6]2[CH2:7][C@@H:1]3[C@H:5]2[CH2:4][N:3]([C:8]([O:10][CH2:11][C:12]2[CH:17]=[CH:16][CH:15]=[CH:14][CH:13]=2)=[O:9])[CH2:2]3)[CH:23]=[N:22][CH:21]=1)#[N:19]. (3) The product is: [CH3:40][N:38]1[CH:39]=[C:35]([C:34]2[C:3]([C:1]#[N:2])=[CH:4][C:5]3[N:10]([C:11]4[C:15]5[CH2:16][NH:17][CH2:18][CH2:19][C:14]=5[N:13]([CH:27]5[CH2:28][CH2:29][O:30][CH2:31][CH2:32]5)[N:12]=4)[CH2:9][CH2:8][O:7][C:6]=3[CH:33]=2)[CH:36]=[N:37]1. Given the reactants [C:1]([C:3]1[C:34]([C:35]2[CH:36]=[N:37][N:38]([CH3:40])[CH:39]=2)=[CH:33][C:6]2[O:7][CH2:8][CH2:9][N:10]([C:11]3[C:15]4[CH2:16][N:17](C(OC(C)(C)C)=O)[CH2:18][CH2:19][C:14]=4[N:13]([CH:27]4[CH2:32][CH2:31][O:30][CH2:29][CH2:28]4)[N:12]=3)[C:5]=2[CH:4]=1)#[N:2].FC(F)(F)C(O)=O, predict the reaction product. (4) Given the reactants Cl[Mg][CH:3]([CH3:5])[CH3:4].[Cl:6][C:7]1[C:8]([C:13]#N)=[N:9][CH:10]=[CH:11][CH:12]=1.Cl.C1C[O:19]CC1, predict the reaction product. The product is: [Cl:6][C:7]1[C:8]([C:13](=[O:19])[CH:3]([CH3:5])[CH3:4])=[N:9][CH:10]=[CH:11][CH:12]=1.